This data is from Catalyst prediction with 721,799 reactions and 888 catalyst types from USPTO. The task is: Predict which catalyst facilitates the given reaction. (1) Reactant: [CH3:1][O:2][C:3](=[O:12])[C:4]1[CH:9]=[C:8]([NH2:10])[CH:7]=[CH:6][C:5]=1[OH:11].Cl.Cl[CH2:15][CH2:16][N:17]1[CH2:21][CH2:20][CH2:19][CH2:18]1.C(=O)([O-])[O-].[Cs+].[Cs+]. Product: [CH3:1][O:2][C:3](=[O:12])[C:4]1[CH:9]=[C:8]([NH2:10])[CH:7]=[CH:6][C:5]=1[O:11][CH2:15][CH2:16][N:17]1[CH2:21][CH2:20][CH2:19][CH2:18]1. The catalyst class is: 6. (2) Reactant: [CH3:1][O:2][C:3]1[CH:4]=[C:5]2[C:9](=[CH:10][CH:11]=1)[NH:8][CH:7]=[CH:6]2.CC(C)([O-])C.[K+].[NH2:18]Cl. Product: [CH3:1][O:2][C:3]1[CH:4]=[C:5]2[C:9](=[CH:10][CH:11]=1)[N:8]([NH2:18])[CH:7]=[CH:6]2. The catalyst class is: 215. (3) Reactant: [CH3:1][O:2][CH2:3][CH:4]1[NH:8][C:7](=[O:9])[C:6]([CH3:11])([CH3:10])[C:5]1=[O:12].Br[C:14]1[CH:21]=[CH:20][C:17]([C:18]#[N:19])=[C:16]([Cl:22])[CH:15]=1.C(=O)([O-])[O-].[Cs+].[Cs+].C1(P(C2C=CC=CC=2)C2C3OC4C(=CC=CC=4P(C4C=CC=CC=4)C4C=CC=CC=4)C(C)(C)C=3C=CC=2)C=CC=CC=1. Product: [Cl:22][C:16]1[CH:15]=[C:14]([N:8]2[CH:4]([CH2:3][O:2][CH3:1])[C:5](=[O:12])[C:6]([CH3:10])([CH3:11])[C:7]2=[O:9])[CH:21]=[CH:20][C:17]=1[C:18]#[N:19]. The catalyst class is: 110. (4) Reactant: [CH3:1][Si:2]([CH3:19])([CH3:18])[CH2:3][CH2:4][O:5][CH2:6][N:7]1[C:11]([CH2:12][CH2:13][C:14]([O:16]C)=[O:15])=[N:10][N:9]=[N:8]1.[Li+].[OH-]. Product: [CH3:19][Si:2]([CH3:1])([CH3:18])[CH2:3][CH2:4][O:5][CH2:6][N:7]1[C:11]([CH2:12][CH2:13][C:14]([OH:16])=[O:15])=[N:10][N:9]=[N:8]1. The catalyst class is: 20. (5) Reactant: [C:1]([O:5][C:6](=[O:25])[NH:7][CH2:8][CH2:9][CH2:10][CH2:11][C@H:12]([NH:17][C:18]([CH:20]1[CH2:24][CH2:23][CH2:22][CH2:21]1)=[O:19])[C:13](=[O:16])[CH2:14]Br)([CH3:4])([CH3:3])[CH3:2].[F:26][C:27]1[C:32]([F:33])=[CH:31][C:30]([F:34])=[C:29]([F:35])[C:28]=1[OH:36].[F-].[K+]. Product: [C:1]([O:5][C:6](=[O:25])[NH:7][CH2:8][CH2:9][CH2:10][CH2:11][C@H:12]([NH:17][C:18]([CH:20]1[CH2:24][CH2:23][CH2:22][CH2:21]1)=[O:19])[C:13](=[O:16])[CH2:14][O:36][C:28]1[C:29]([F:35])=[C:30]([F:34])[CH:31]=[C:32]([F:33])[C:27]=1[F:26])([CH3:4])([CH3:3])[CH3:2]. The catalyst class is: 18. (6) Reactant: [CH2:1]([O:3][C:4]([NH:6][C:7]1[S:8][C:9]([C:18]2[CH:23]=[CH:22][C:21]([N+:24]([O-:26])=[O:25])=[CH:20][CH:19]=2)=[C:10]([CH3:17])[C:11]=1[C:12]([O:14][CH2:15][CH3:16])=[O:13])=[O:5])[CH3:2].C(=O)([O-])[O-].[K+].[K+].[F:33][C:34]1[CH:41]=[CH:40][CH:39]=[C:38]([F:42])[C:35]=1[CH2:36]Br.C(#N)C.C(OCC)(=O)C. Product: [F:33][C:34]1[CH:41]=[CH:40][CH:39]=[C:38]([F:42])[C:35]=1[CH2:36][CH2:2][CH2:1][O:3][C:4]([NH:6][C:7]1[S:8][C:9]([C:18]2[CH:19]=[CH:20][C:21]([N+:24]([O-:26])=[O:25])=[CH:22][CH:23]=2)=[C:10]([CH3:17])[C:11]=1[C:12]([O:14][CH2:15][CH3:16])=[O:13])=[O:5]. The catalyst class is: 6. (7) Product: [CH3:21][C@@H:10]1[CH2:9][NH:8][CH2:13][CH2:12][N:11]1[C:14]([O:16][C:17]([CH3:18])([CH3:20])[CH3:19])=[O:15]. Reactant: C([N:8]1[CH2:13][CH2:12][N:11]([C:14]([O:16][C:17]([CH3:20])([CH3:19])[CH3:18])=[O:15])[C@H:10]([CH3:21])[CH2:9]1)C1C=CC=CC=1.[H][H]. The catalyst class is: 19. (8) Reactant: [CH3:1][C@H:2]1[O:7][C@@H:6]([CH3:8])[CH2:5][N:4]([CH2:9][C:10]2[S:11][CH:12]=[C:13]([C:15]([NH:17][C:18]3[CH:26]=[C:25](B4OC(C)(C)CC(C)(C)O4)[CH:24]=[C:23]4[C:19]=3[CH:20]=[N:21][N:22]4[CH3:37])=[O:16])[N:14]=2)[CH2:3]1.Br[C:39]1[CH:40]=[C:41]([NH:46][S:47]([CH3:50])(=[O:49])=[O:48])[C:42]([Cl:45])=[N:43][CH:44]=1.P([O-])([O-])([O-])=O.[K+].[K+].[K+].O1CCOCC1. Product: [Cl:45][C:42]1[N:43]=[CH:44][C:39]([C:25]2[CH:24]=[C:23]3[C:19]([CH:20]=[N:21][N:22]3[CH3:37])=[C:18]([NH:17][C:15]([C:13]3[N:14]=[C:10]([CH2:9][N:4]4[CH2:5][C@H:6]([CH3:8])[O:7][C@H:2]([CH3:1])[CH2:3]4)[S:11][CH:12]=3)=[O:16])[CH:26]=2)=[CH:40][C:41]=1[NH:46][S:47]([CH3:50])(=[O:49])=[O:48]. The catalyst class is: 263. (9) Reactant: [F:1][C:2]1[C:3]([Sn](CCCC)(CCCC)CCCC)=[N:4][CH:5]=[CH:6][CH:7]=1.[Cl:21][C:22]1[N:23]=[N:24][C:25](Cl)=[CH:26][CH:27]=1. Product: [Cl:21][C:22]1[N:23]=[N:24][C:25]([C:3]2[C:2]([F:1])=[CH:7][CH:6]=[CH:5][N:4]=2)=[CH:26][CH:27]=1. The catalyst class is: 555.